This data is from Retrosynthesis with 50K atom-mapped reactions and 10 reaction types from USPTO. The task is: Predict the reactants needed to synthesize the given product. The reactants are: N#Cc1ccnc(-n2nccc2O)c1.OCc1ccc(Cl)c(OCc2ccc(F)cc2)c1. Given the product N#Cc1ccnc(-n2nccc2OCc2ccc(Cl)c(OCc3ccc(F)cc3)c2)c1, predict the reactants needed to synthesize it.